This data is from NCI-60 drug combinations with 297,098 pairs across 59 cell lines. The task is: Regression. Given two drug SMILES strings and cell line genomic features, predict the synergy score measuring deviation from expected non-interaction effect. (1) Drug 1: CNC(=O)C1=NC=CC(=C1)OC2=CC=C(C=C2)NC(=O)NC3=CC(=C(C=C3)Cl)C(F)(F)F. Drug 2: C1CC(=O)NC(=O)C1N2C(=O)C3=CC=CC=C3C2=O. Cell line: NCI-H322M. Synergy scores: CSS=6.73, Synergy_ZIP=-3.62, Synergy_Bliss=0.692, Synergy_Loewe=-0.752, Synergy_HSA=-0.457. (2) Drug 1: CC1=C(C=C(C=C1)C(=O)NC2=CC(=CC(=C2)C(F)(F)F)N3C=C(N=C3)C)NC4=NC=CC(=N4)C5=CN=CC=C5. Drug 2: C1C(C(OC1N2C=NC3=C2NC=NCC3O)CO)O. Cell line: OVCAR-5. Synergy scores: CSS=-4.34, Synergy_ZIP=0.560, Synergy_Bliss=-2.19, Synergy_Loewe=-4.84, Synergy_HSA=-4.79. (3) Drug 1: CC1=CC=C(C=C1)C2=CC(=NN2C3=CC=C(C=C3)S(=O)(=O)N)C(F)(F)F. Synergy scores: CSS=0.629, Synergy_ZIP=-1.21, Synergy_Bliss=-1.76, Synergy_Loewe=-3.28, Synergy_HSA=-2.39. Cell line: RXF 393. Drug 2: CC1=C(C(=O)C2=C(C1=O)N3CC4C(C3(C2COC(=O)N)OC)N4)N. (4) Drug 1: COC1=C(C=C2C(=C1)N=CN=C2NC3=CC(=C(C=C3)F)Cl)OCCCN4CCOCC4. Drug 2: CN(C)C1=NC(=NC(=N1)N(C)C)N(C)C. Cell line: COLO 205. Synergy scores: CSS=12.1, Synergy_ZIP=1.81, Synergy_Bliss=8.99, Synergy_Loewe=-7.87, Synergy_HSA=2.77. (5) Drug 1: C#CCC(CC1=CN=C2C(=N1)C(=NC(=N2)N)N)C3=CC=C(C=C3)C(=O)NC(CCC(=O)O)C(=O)O. Drug 2: COC1=C2C(=CC3=C1OC=C3)C=CC(=O)O2. Cell line: RXF 393. Synergy scores: CSS=-4.38, Synergy_ZIP=1.90, Synergy_Bliss=-0.249, Synergy_Loewe=-2.31, Synergy_HSA=-3.51. (6) Drug 1: C1=CC(=CC=C1C#N)C(C2=CC=C(C=C2)C#N)N3C=NC=N3. Drug 2: C1=NNC2=C1C(=O)NC=N2. Cell line: LOX IMVI. Synergy scores: CSS=6.76, Synergy_ZIP=3.15, Synergy_Bliss=0.365, Synergy_Loewe=5.21, Synergy_HSA=0.298. (7) Drug 1: CC1=C2C(C(=O)C3(C(CC4C(C3C(C(C2(C)C)(CC1OC(=O)C(C(C5=CC=CC=C5)NC(=O)OC(C)(C)C)O)O)OC(=O)C6=CC=CC=C6)(CO4)OC(=O)C)O)C)O. Drug 2: CN(CCCl)CCCl.Cl. Cell line: NCI/ADR-RES. Synergy scores: CSS=-4.34, Synergy_ZIP=0.199, Synergy_Bliss=-2.74, Synergy_Loewe=-6.71, Synergy_HSA=-6.65.